This data is from In vitro SARS-CoV-2 activity screen of 1,480 approved drugs from Prestwick library. The task is: Binary Classification. Given a drug SMILES string, predict its activity (active/inactive) in a high-throughput screening assay against a specified biological target. (1) The molecule is CC(=O)OCC(=O)[C@@]1(O)CC[C@H]2[C@@H]3CCC4=CC(=O)C=C[C@]4(C)[C@@]3(Cl)[C@@H](Cl)C[C@@]21C. The result is 0 (inactive). (2) The drug is CCNC1(c2cccs2)CCCCC1=O.Cl. The result is 0 (inactive). (3) The molecule is Nc1nc2c(ncn2COCCO)c(=O)[nH]1. The result is 0 (inactive). (4) The drug is Cc1cccc(C)c1OCC(=O)N[C@@H](Cc1ccccc1)[C@@H](O)C[C@H](Cc1ccccc1)NC(=O)[C@H](C(C)C)N1CCCNC1=O. The result is 0 (inactive). (5) The molecule is CN[C@@H]1[C@@H](O)[C@@H](O[C@@H]2[C@@H](O)[C@H](O[C@H]3O[C@H](CN)CC[C@H]3N)[C@@H](N)C[C@H]2N)OC[C@]1(C)O.CN[C@@H]1[C@@H](O)[C@@H](O[C@@H]2[C@@H](O)[C@H](O[C@H]3O[C@H]([C@@H](C)N)CC[C@H]3N)[C@@H](N)C[C@H]2N)OC[C@]1(C)O.CN[C@H](C)[C@@H]1CC[C@@H](N)[C@@H](O[C@@H]2[C@@H](N)C[C@@H](N)[C@H](O[C@H]3OC[C@](C)(O)[C@H](NC)[C@H]3O)[C@H]2O)O1.O=S(=O)(O)O. The result is 0 (inactive). (6) The molecule is Br.CC(Cc1ccc(O)cc1)NCC(O)c1cc(O)cc(O)c1. The result is 0 (inactive).